The task is: Regression. Given a peptide amino acid sequence and an MHC pseudo amino acid sequence, predict their binding affinity value. This is MHC class I binding data.. This data is from Peptide-MHC class I binding affinity with 185,985 pairs from IEDB/IMGT. (1) The peptide sequence is AMQIIRDII. The MHC is Mamu-A11 with pseudo-sequence Mamu-A11. The binding affinity (normalized) is 0.438. (2) The peptide sequence is QDAANAGNLL. The MHC is H-2-Kb with pseudo-sequence H-2-Kb. The binding affinity (normalized) is 0.253. (3) The peptide sequence is CHQGINNKL. The MHC is Mamu-B17 with pseudo-sequence Mamu-B17. The binding affinity (normalized) is 0.380. (4) The peptide sequence is APPSAAIAAPA. The MHC is Mamu-A01 with pseudo-sequence Mamu-A01. The binding affinity (normalized) is 0.149. (5) The peptide sequence is PIRVCLLPR. The MHC is HLA-A03:01 with pseudo-sequence HLA-A03:01. The binding affinity (normalized) is 0. (6) The peptide sequence is QCKDLCHMH. The MHC is HLA-A11:01 with pseudo-sequence HLA-A11:01. The binding affinity (normalized) is 0. (7) The peptide sequence is GHGFRFEVK. The MHC is HLA-A03:01 with pseudo-sequence HLA-A03:01. The binding affinity (normalized) is 0.190. (8) The peptide sequence is KPKALSEAF. The MHC is HLA-A02:12 with pseudo-sequence HLA-A02:12. The binding affinity (normalized) is 0.0847. (9) The peptide sequence is KSYEHQTPF. The MHC is BoLA-JSP.1 with pseudo-sequence BoLA-JSP.1. The binding affinity (normalized) is 0.316. (10) The peptide sequence is EVNAHIHTM. The MHC is HLA-A02:19 with pseudo-sequence HLA-A02:19. The binding affinity (normalized) is 0.0847.